Predict the product of the given reaction. From a dataset of Forward reaction prediction with 1.9M reactions from USPTO patents (1976-2016). (1) Given the reactants [C:1]([C:4]1[CH:13]=[CH:12][C:7]([C:8]([O:10][CH3:11])=[O:9])=[C:6]([F:14])[CH:5]=1)(=[O:3])[CH3:2].Br.[OH2:16], predict the reaction product. The product is: [F:14][C:6]1[CH:5]=[C:4]([C:1](=[O:3])[CH:2]=[O:16])[CH:13]=[CH:12][C:7]=1[C:8]([O:10][CH3:11])=[O:9]. (2) Given the reactants [CH3:1][C:2]([C:4]1[CH:9]=[CH:8][C:7](I)=[CH:6][CH:5]=1)=[O:3].[CH2:11]([O:13][C:14](=[O:19])[C:15](Br)([F:17])[F:16])[CH3:12], predict the reaction product. The product is: [CH2:11]([O:13][C:14](=[O:19])[C:15]([C:7]1[CH:8]=[CH:9][C:4]([C:2](=[O:3])[CH3:1])=[CH:5][CH:6]=1)([F:17])[F:16])[CH3:12]. (3) Given the reactants [CH2:1]([OH:5])[C:2]#[C:3][CH3:4].[H-].[Na+].F[C:9]1[CH:14]=[CH:13][C:12]([S:15]([CH3:18])(=[O:17])=[O:16])=[CH:11][C:10]=1[C:19]1[CH:20]=[C:21]([CH3:27])[C:22](=[O:26])[N:23]([CH3:25])[CH:24]=1, predict the reaction product. The product is: [CH2:1]([O:5][C:9]1[CH:14]=[CH:13][C:12]([S:15]([CH3:18])(=[O:17])=[O:16])=[CH:11][C:10]=1[C:19]1[CH:20]=[C:21]([CH3:27])[C:22](=[O:26])[N:23]([CH3:25])[CH:24]=1)[C:2]#[C:3][CH3:4]. (4) Given the reactants [C:1]([O:5][C:6](=[O:15])[NH:7][C@@H:8]([CH2:13][OH:14])[C:9]([CH3:12])([CH3:11])[CH3:10])([CH3:4])([CH3:3])[CH3:2].I[CH3:17], predict the reaction product. The product is: [C:1]([O:5][C:6](=[O:15])[NH:7][C@@H:8]([CH2:13][O:14][CH3:17])[C:9]([CH3:12])([CH3:11])[CH3:10])([CH3:4])([CH3:2])[CH3:3]. (5) Given the reactants C(OC(=O)[NH:7][C:8]([C:11](=[O:13])[NH2:12])([CH3:10])[CH3:9])(C)(C)C.[F:15][C:16]([F:21])([F:20])[C:17]([OH:19])=[O:18], predict the reaction product. The product is: [F:15][C:16]([F:21])([F:20])[C:17]([OH:19])=[O:18].[NH2:7][C:8]([CH3:10])([CH3:9])[C:11]([NH2:12])=[O:13]. (6) Given the reactants C([Li])CCC.Br[C:7]1[N:8]=[C:9]([N:17]2[CH2:23][CH2:22][CH2:21][N:20]([C:24]([O:26][C:27]([CH3:30])([CH3:29])[CH3:28])=[O:25])[CH2:19][CH2:18]2)[C:10]2[C:15]([CH:16]=1)=[CH:14][CH:13]=[CH:12][CH:11]=2.[F:31][C:32]1[N:43]=[CH:42][CH:41]=[CH:40][C:33]=1[C:34](N(OC)C)=[O:35], predict the reaction product. The product is: [F:31][C:32]1[N:43]=[CH:42][CH:41]=[CH:40][C:33]=1[C:34]([C:7]1[N:8]=[C:9]([N:17]2[CH2:23][CH2:22][CH2:21][N:20]([C:24]([O:26][C:27]([CH3:29])([CH3:28])[CH3:30])=[O:25])[CH2:19][CH2:18]2)[C:10]2[C:15]([CH:16]=1)=[CH:14][CH:13]=[CH:12][CH:11]=2)=[O:35].